From a dataset of Reaction yield outcomes from USPTO patents with 853,638 reactions. Predict the reaction yield, written as a fraction of the theoretical maximum amount of product (1.0 means a 100% yield; for example, 0.34 means a 34% yield). (1) The catalyst is CN(C)C=O. The product is [O:1]1[C:5]2[CH:6]=[CH:7][CH:8]=[CH:9][C:4]=2[N:3]=[C:2]1[C:10]1[CH:11]=[CH:12][C:13]2[N:17]([CH:18]3[CH2:23][CH2:22][O:21][CH2:20][CH2:19]3)[C:31]([CH2:30][C:24]3[CH:29]=[CH:28][CH:27]=[CH:26][CH:25]=3)=[N:15][C:14]=2[CH:16]=1. The reactants are [O:1]1[C:5]2[CH:6]=[CH:7][CH:8]=[CH:9][C:4]=2[N:3]=[C:2]1[C:10]1[CH:11]=[CH:12][C:13]([NH:17][CH:18]2[CH2:23][CH2:22][O:21][CH2:20][CH2:19]2)=[C:14]([CH:16]=1)[NH2:15].[C:24]1([CH2:30][CH:31]=O)[CH:29]=[CH:28][CH:27]=[CH:26][CH:25]=1.OOS([O-])=O.[K+].C(=O)([O-])[O-].[K+].[K+]. The yield is 0.420. (2) The reactants are C([O:3][C:4]([CH:6]1[CH2:11][CH:10]=[C:9]([CH3:12])[CH2:8][O:7]1)=[O:5])C.[OH-].[Na+]. The catalyst is CO. The product is [CH3:12][C:9]1[CH2:8][O:7][CH:6]([C:4]([OH:5])=[O:3])[CH2:11][CH:10]=1. The yield is 0.700. (3) The reactants are [C:1]([C:4]1[CH:9]=[CH:8][CH:7]=[CH:6][CH:5]=1)(=O)[CH3:2].[F:10][C:11]1[CH:20]=[CH:19][C:18]([F:21])=[CH:17][C:12]=1[C:13](=[S:16])[NH:14][NH2:15]. The catalyst is CCO.C(Cl)Cl. The product is [F:10][C:11]1[CH:20]=[CH:19][C:18]([F:21])=[CH:17][C:12]=1[C:13]1[S:16][C:1]([CH3:2])([C:4]2[CH:9]=[CH:8][CH:7]=[CH:6][CH:5]=2)[NH:15][N:14]=1. The yield is 0.700.